Task: Regression. Given two drug SMILES strings and cell line genomic features, predict the synergy score measuring deviation from expected non-interaction effect.. Dataset: NCI-60 drug combinations with 297,098 pairs across 59 cell lines (1) Drug 1: CC1=C(C=C(C=C1)NC(=O)C2=CC=C(C=C2)CN3CCN(CC3)C)NC4=NC=CC(=N4)C5=CN=CC=C5. Drug 2: C1=CN(C=N1)CC(O)(P(=O)(O)O)P(=O)(O)O. Cell line: OVCAR-5. Synergy scores: CSS=2.23, Synergy_ZIP=-1.05, Synergy_Bliss=-1.13, Synergy_Loewe=-2.28, Synergy_HSA=-2.75. (2) Drug 1: CCCS(=O)(=O)NC1=C(C(=C(C=C1)F)C(=O)C2=CNC3=C2C=C(C=N3)C4=CC=C(C=C4)Cl)F. Drug 2: COCCOC1=C(C=C2C(=C1)C(=NC=N2)NC3=CC=CC(=C3)C#C)OCCOC.Cl. Cell line: IGROV1. Synergy scores: CSS=38.3, Synergy_ZIP=15.3, Synergy_Bliss=19.3, Synergy_Loewe=14.3, Synergy_HSA=20.0. (3) Drug 1: C1CC(=O)NC(=O)C1N2CC3=C(C2=O)C=CC=C3N. Drug 2: CN1C2=C(C=C(C=C2)N(CCCl)CCCl)N=C1CCCC(=O)O.Cl. Cell line: HCC-2998. Synergy scores: CSS=1.83, Synergy_ZIP=2.32, Synergy_Bliss=3.29, Synergy_Loewe=-0.237, Synergy_HSA=0.436. (4) Drug 1: C1=CN(C=N1)CC(O)(P(=O)(O)O)P(=O)(O)O. Drug 2: CC1C(C(CC(O1)OC2CC(CC3=C2C(=C4C(=C3O)C(=O)C5=C(C4=O)C(=CC=C5)OC)O)(C(=O)CO)O)N)O.Cl. Cell line: NCI-H322M. Synergy scores: CSS=20.0, Synergy_ZIP=-0.246, Synergy_Bliss=2.11, Synergy_Loewe=-3.45, Synergy_HSA=0.919. (5) Drug 1: CN(CC1=CN=C2C(=N1)C(=NC(=N2)N)N)C3=CC=C(C=C3)C(=O)NC(CCC(=O)O)C(=O)O. Drug 2: COC1=NC(=NC2=C1N=CN2C3C(C(C(O3)CO)O)O)N. Cell line: SF-295. Synergy scores: CSS=27.1, Synergy_ZIP=-1.23, Synergy_Bliss=4.23, Synergy_Loewe=-31.5, Synergy_HSA=1.90.